Task: Predict the product of the given reaction.. Dataset: Forward reaction prediction with 1.9M reactions from USPTO patents (1976-2016) (1) Given the reactants [Cl:1][C:2]1[CH:12]=[CH:11][C:5]([O:6][CH:7]2[CH2:10][NH:9][CH2:8]2)=[C:4]([F:13])[CH:3]=1.[Cl:14][C:15]1[N:20]=[C:19](Cl)[N:18]=[CH:17][N:16]=1, predict the reaction product. The product is: [Cl:14][C:15]1[N:20]=[C:19]([N:9]2[CH2:10][CH:7]([O:6][C:5]3[CH:11]=[CH:12][C:2]([Cl:1])=[CH:3][C:4]=3[F:13])[CH2:8]2)[N:18]=[CH:17][N:16]=1. (2) Given the reactants [CH:1]12[NH:7][CH:6]1[CH2:5][CH2:4][N:3]([C:8]([O:10][CH2:11][C:12]1[CH:17]=[CH:16][CH:15]=[CH:14][CH:13]=1)=[O:9])[CH2:2]2.[P:18](Cl)(=[O:25])([O:22][CH2:23][CH3:24])[O:19][CH2:20][CH3:21].C(N(CC)CC)C, predict the reaction product. The product is: [CH2:20]([O:19][P:18]([N:7]1[CH:1]2[CH:6]1[CH2:5][CH2:4][N:3]([C:8]([O:10][CH2:11][C:12]1[CH:17]=[CH:16][CH:15]=[CH:14][CH:13]=1)=[O:9])[CH2:2]2)([O:22][CH2:23][CH3:24])=[O:25])[CH3:21]. (3) Given the reactants [Si:1]([O:8][C@@H:9]([CH2:22][CH2:23][C:24]1[CH:29]=[CH:28][CH:27]=[CH:26][CH:25]=1)[C@H:10]([N:12]1[CH:20]=[N:19][C:18]2[C:13]1=[N:14][CH:15]=[N:16][C:17]=2Cl)[CH3:11])([C:4]([CH3:7])([CH3:6])[CH3:5])([CH3:3])[CH3:2].[NH3:30].ClCCl.[CH3:34][OH:35], predict the reaction product. The product is: [Si:1]([O:8][C@@H:9]([CH2:22][CH2:23][C:24]1[CH:29]=[CH:28][CH:27]=[CH:26][CH:25]=1)[C@H:10]([N:12]1[CH:20]=[N:19][C:18]2[C:13]1=[N:14][CH:15]=[N:16][C:17]=2[NH2:30])[CH3:11])([C:4]([CH3:7])([CH3:6])[CH3:5])([CH3:3])[CH3:2].[Si:1]([O:8][C@@H:9]([CH2:22][CH2:23][C:24]1[CH:29]=[CH:28][CH:27]=[CH:26][CH:25]=1)[C@H:10]([N:12]1[CH:20]=[N:19][C:18]2[C:13]1=[N:14][CH:15]=[N:16][C:17]=2[O:35][CH3:34])[CH3:11])([C:4]([CH3:7])([CH3:6])[CH3:5])([CH3:3])[CH3:2]. (4) Given the reactants Br[C:2]1[CH:3]=[C:4]([CH2:8][CH2:9][NH2:10])[CH:5]=[CH:6][CH:7]=1.[CH3:11][C:12]1([CH3:28])[C:16]([CH3:18])([CH3:17])[O:15][B:14]([B:14]2[O:15][C:16]([CH3:18])([CH3:17])[C:12]([CH3:28])([CH3:11])[O:13]2)[O:13]1.[K], predict the reaction product. The product is: [CH3:11][C:12]1([CH3:28])[C:16]([CH3:18])([CH3:17])[O:15][B:14]([C:2]2[CH:3]=[C:4]([CH2:8][CH2:9][NH2:10])[CH:5]=[CH:6][CH:7]=2)[O:13]1. (5) Given the reactants [CH3:1][O:2][C:3]([C:5]1[N:6]=[CH:7][C:8]2[C:13]([C:14]=1[OH:15])=[CH:12][CH:11]=[C:10]([CH2:16][CH2:17][C:18]1[CH:23]=[CH:22][CH:21]=[CH:20][CH:19]=1)[CH:9]=2)=[O:4].CC1C=C(C)[N:28]=[C:27](C)C=1.CC1C([IH+])=C(C)N=C(C)C=1.F[P-](F)(F)(F)(F)F.C([Cu])#N.Cl, predict the reaction product. The product is: [CH3:1][O:2][C:3]([C:5]1[N:6]=[C:7]([C:27]#[N:28])[C:8]2[C:13]([C:14]=1[OH:15])=[CH:12][CH:11]=[C:10]([CH2:16][CH2:17][C:18]1[CH:23]=[CH:22][CH:21]=[CH:20][CH:19]=1)[CH:9]=2)=[O:4]. (6) Given the reactants [Br:1][C:2]1[CH:7]=[CH:6][C:5]([N:8]2[C:12](=[O:13])[NH:11][N:10]=[CH:9]2)=[C:4]([F:14])[CH:3]=1.[OH-].[Na+].Br[CH2:18][C:19]([N:21]1[CH2:25][CH2:24][CH2:23][CH2:22]1)=[O:20], predict the reaction product. The product is: [Br:1][C:2]1[CH:7]=[CH:6][C:5]([N:8]2[C:12](=[O:13])[N:11]([CH2:18][C:19](=[O:20])[N:21]3[CH2:25][CH2:24][CH2:23][CH2:22]3)[N:10]=[CH:9]2)=[C:4]([F:14])[CH:3]=1. (7) Given the reactants [C:1]1([CH2:7][O:8][C:9]2[CH:17]=[CH:16][C:15]([C:18]3[CH:23]=[CH:22][N:21]=[CH:20][CH:19]=3)=[CH:14][C:10]=2[C:11]([OH:13])=O)[CH:6]=[CH:5][CH:4]=[CH:3][CH:2]=1.C(Cl)CCl.[CH3:28][C:29]1[C:33]([NH2:34])=[CH:32][O:31][N:30]=1, predict the reaction product. The product is: [CH3:28][C:29]1[C:33]([NH:34][C:11](=[O:13])[C:10]2[CH:14]=[C:15]([C:18]3[CH:23]=[CH:22][N:21]=[CH:20][CH:19]=3)[CH:16]=[CH:17][C:9]=2[O:8][CH2:7][C:1]2[CH:2]=[CH:3][CH:4]=[CH:5][CH:6]=2)=[CH:32][O:31][N:30]=1. (8) Given the reactants [F:8][C:7]([F:10])([F:9])[C:6](O[C:6](=[O:11])[C:7]([F:10])([F:9])[F:8])=[O:11].[C:14]1([CH:20]2[CH2:25][CH2:24][NH:23][CH2:22][CH2:21]2)[CH:19]=[CH:18][CH:17]=[CH:16][CH:15]=1.C(N(CC)CC)C, predict the reaction product. The product is: [F:10][C:7]([F:8])([F:9])[C:6]([N:23]1[CH2:24][CH2:25][CH:20]([C:14]2[CH:19]=[CH:18][CH:17]=[CH:16][CH:15]=2)[CH2:21][CH2:22]1)=[O:11].